This data is from Peptide-MHC class II binding affinity with 134,281 pairs from IEDB. The task is: Regression. Given a peptide amino acid sequence and an MHC pseudo amino acid sequence, predict their binding affinity value. This is MHC class II binding data. (1) The peptide sequence is HGLDVKFHTQAFSAH. The MHC is DRB3_0202 with pseudo-sequence DRB3_0202. The binding affinity (normalized) is 0.355. (2) The peptide sequence is AIKFDFSTGLIIQGL. The MHC is HLA-DPA10103-DPB10401 with pseudo-sequence HLA-DPA10103-DPB10401. The binding affinity (normalized) is 0.449. (3) The peptide sequence is YDKFLMNVSTVLTGK. The MHC is DRB1_0802 with pseudo-sequence DRB1_0802. The binding affinity (normalized) is 0.751. (4) The peptide sequence is VEVWQGLALLSEAVL. The MHC is DRB1_0802 with pseudo-sequence DRB1_0802. The binding affinity (normalized) is 0.122. (5) The peptide sequence is GVLVATNFFGINTIP. The MHC is HLA-DPA10201-DPB10101 with pseudo-sequence HLA-DPA10201-DPB10101. The binding affinity (normalized) is 0.388. (6) The peptide sequence is GAMLVGQVTLLDLLK. The MHC is HLA-DQA10501-DQB10302 with pseudo-sequence HLA-DQA10501-DQB10302. The binding affinity (normalized) is 0.481.